From a dataset of Full USPTO retrosynthesis dataset with 1.9M reactions from patents (1976-2016). Predict the reactants needed to synthesize the given product. (1) Given the product [Cl:3][C:4]1[CH:9]=[CH:8][C:7]2[C:10]3[C:11](=[CH:12][N:13]=[CH:14][CH:15]=3)[CH:16]([CH:18]3[CH2:20][CH2:19]3)[O:17][C:6]=2[CH:5]=1, predict the reactants needed to synthesize it. The reactants are: [H-].[Na+].[Cl:3][C:4]1[CH:9]=[CH:8][C:7]([C:10]2[CH:15]=[CH:14][N:13]=[CH:12][C:11]=2[CH:16]([CH:18]2[CH2:20][CH2:19]2)[OH:17])=[C:6](F)[CH:5]=1. (2) Given the product [C:6]([C:7]1[C:15]2[C:11](=[N:12][S:13][N:14]=2)[CH:10]=[CH:9][CH:8]=1)#[CH:5], predict the reactants needed to synthesize it. The reactants are: C[Si]([C:5]#[C:6][C:7]1[C:15]2[C:11](=[N:12][S:13][N:14]=2)[CH:10]=[CH:9][CH:8]=1)(C)C.C([O-])([O-])=O.[K+].[K+].C1COCC1. (3) The reactants are: [CH2:1]([N:3]=[C:4]=[O:5])[CH3:2].[CH3:6][CH:7]1[CH2:11][CH2:10][CH2:9][N:8]1[CH2:12][CH2:13][CH2:14][O:15][C:16]1[CH:21]=[CH:20][C:19]([C:22]2[S:23][C:24]3[CH2:29][CH2:28][CH2:27][NH:26][C:25]=3[N:30]=2)=[CH:18][CH:17]=1.O.C(=O)([O-])[O-].[K+].[K+]. Given the product [CH2:1]([NH:3][C:4]([N:26]1[CH2:27][CH2:28][CH2:29][C:24]2[S:23][C:22]([C:19]3[CH:18]=[CH:17][C:16]([O:15][CH2:14][CH2:13][CH2:12][N:8]4[CH2:9][CH2:10][CH2:11][CH:7]4[CH3:6])=[CH:21][CH:20]=3)=[N:30][C:25]1=2)=[O:5])[CH3:2], predict the reactants needed to synthesize it. (4) Given the product [CH3:12][N:13]([CH:14]1[CH2:19][CH2:18][N:17]([C:20]([O:22][CH2:23][C:24]2[CH:25]=[C:26]([Cl:31])[CH:27]=[C:28]([Cl:30])[CH:29]=2)=[O:21])[CH2:16][CH2:15]1)[C:9](=[O:11])[CH2:8][CH2:7][CH2:6][C:4]1[N:3]=[N:2][NH:1][CH:5]=1, predict the reactants needed to synthesize it. The reactants are: [NH:1]1[CH:5]=[C:4]([CH2:6][CH2:7][CH2:8][C:9]([OH:11])=O)[N:3]=[N:2]1.[CH3:12][NH:13][CH:14]1[CH2:19][CH2:18][N:17]([C:20]([O:22][CH2:23][C:24]2[CH:29]=[C:28]([Cl:30])[CH:27]=[C:26]([Cl:31])[CH:25]=2)=[O:21])[CH2:16][CH2:15]1.CCN(C(C)C)C(C)C.C(P1(=O)OP(CCC)(=O)OP(CCC)(=O)O1)CC. (5) Given the product [CH2:1]([C:8]1[O:12][C:11]([C:13]2[CH:18]=[C:17]([F:19])[CH:16]=[CH:15][C:14]=2[F:20])=[N:10][C:9]=1[CH:21]=[O:22])[C:2]1[CH:3]=[CH:4][CH:5]=[CH:6][CH:7]=1, predict the reactants needed to synthesize it. The reactants are: [CH2:1]([C:8]1[O:12][C:11]([C:13]2[CH:18]=[C:17]([F:19])[CH:16]=[CH:15][C:14]=2[F:20])=[N:10][C:9]=1[CH2:21][OH:22])[C:2]1[CH:7]=[CH:6][CH:5]=[CH:4][CH:3]=1.CC(OI1(OC(C)=O)(OC(C)=O)OC(=O)C2C=CC=CC1=2)=O.C([O-])(O)=O.[Na+].[O-]S([O-])(=S)=O.[Na+].[Na+]. (6) Given the product [Cl:1][C:2]1[C:3]([Cl:12])=[CH:4][C:5]([O:15][CH2:14][C:13]([O:17][CH2:18][CH3:19])=[O:16])=[C:6]([N+:8]([O-:10])=[O:9])[CH:7]=1, predict the reactants needed to synthesize it. The reactants are: [Cl:1][C:2]1[CH:7]=[C:6]([N+:8]([O-:10])=[O:9])[C:5](F)=[CH:4][C:3]=1[Cl:12].[C:13]([O:17][CH2:18][CH3:19])(=[O:16])[CH2:14][OH:15].[F-].[K+].FC(F)(F)C(O)=O. (7) The reactants are: FC(F)(F)C(O)=O.C(OC(=O)[NH:14][C@@H:15]1[CH2:21][C:20](=[O:22])[C:19]2[CH:23]=[CH:24][CH:25]=[CH:26][C:18]=2[N:17]([CH2:27][C:28]2[CH:33]=[C:32]([C:34]([F:37])([F:36])[F:35])[CH:31]=[C:30]([C:38]([F:41])([F:40])[F:39])[CH:29]=2)[C:16]1=[O:42])(C)(C)C. Given the product [NH2:14][C@@H:15]1[CH2:21][C:20](=[O:22])[C:19]2[CH:23]=[CH:24][CH:25]=[CH:26][C:18]=2[N:17]([CH2:27][C:28]2[CH:33]=[C:32]([C:34]([F:36])([F:37])[F:35])[CH:31]=[C:30]([C:38]([F:39])([F:40])[F:41])[CH:29]=2)[C:16]1=[O:42], predict the reactants needed to synthesize it. (8) Given the product [C:1]([O:5][C:6]([N:8]1[CH2:13][CH2:12][N:11]([C:14]2[CH:19]=[C:18]([O:20][S:50]([C:53]([F:56])([F:55])[F:54])(=[O:52])=[O:51])[CH:17]=[CH:16][C:15]=2[NH:21][C:22]([C:24]2[C:33]3[C:28](=[CH:29][CH:30]=[CH:31][CH:32]=3)[CH:27]=[CH:26][CH:25]=2)=[O:23])[CH2:10][CH2:9]1)=[O:7])([CH3:4])([CH3:2])[CH3:3], predict the reactants needed to synthesize it. The reactants are: [C:1]([O:5][C:6]([N:8]1[CH2:13][CH2:12][N:11]([C:14]2[CH:19]=[C:18]([OH:20])[CH:17]=[CH:16][C:15]=2[NH:21][C:22]([C:24]2[C:33]3[C:28](=[CH:29][CH:30]=[CH:31][CH:32]=3)[CH:27]=[CH:26][CH:25]=2)=[O:23])[CH2:10][CH2:9]1)=[O:7])([CH3:4])([CH3:3])[CH3:2].CCN(C(C)C)C(C)C.C1C=CC(N([S:50]([C:53]([F:56])([F:55])[F:54])(=[O:52])=[O:51])[S:50]([C:53]([F:56])([F:55])[F:54])(=[O:52])=[O:51])=CC=1. (9) Given the product [Br:1][C:2]1[CH:10]=[CH:9][C:5]([C:6]([N:24]2[C:25]3[CH:31]=[CH:30][CH:29]=[CH:28][C:26]=3[CH2:27][N:21]3[CH:20]=[CH:19][CH:18]=[C:22]3[CH2:23]2)=[O:8])=[CH:4][C:3]=1[CH3:11], predict the reactants needed to synthesize it. The reactants are: [Br:1][C:2]1[CH:10]=[CH:9][C:5]([C:6]([OH:8])=O)=[CH:4][C:3]=1[CH3:11].C(Cl)(=O)C(Cl)=O.[CH:18]1[CH:19]=[CH:20][N:21]2[CH2:27][C:26]3[CH:28]=[CH:29][CH:30]=[CH:31][C:25]=3[NH:24][CH2:23][C:22]=12.CCN(C(C)C)C(C)C. (10) Given the product [F:21][C:22]1[CH:23]=[CH:24][C:25]([C:28]2[O:46][C:31]3=[N:32][CH:33]=[C:34]([C:36]4[CH:37]=[C:38]([CH:43]=[CH:44][CH:45]=4)[C:39]([O:41][CH3:42])=[O:40])[CH:35]=[C:30]3[C:29]=2[CH:47]=[O:16])=[CH:26][CH:27]=1, predict the reactants needed to synthesize it. The reactants are: CC(N=NC(C#N)(C)C)(C#N)C.C1C(=O)N(Br)C(=[O:16])C1.[F:21][C:22]1[CH:27]=[CH:26][C:25]([C:28]2[O:46][C:31]3=[N:32][CH:33]=[C:34]([C:36]4[CH:37]=[C:38]([CH:43]=[CH:44][CH:45]=4)[C:39]([O:41][CH3:42])=[O:40])[CH:35]=[C:30]3[C:29]=2[CH3:47])=[CH:24][CH:23]=1.C[N+]1([O-])CCOCC1.